This data is from Reaction yield outcomes from USPTO patents with 853,638 reactions. The task is: Predict the reaction yield, written as a fraction of the theoretical maximum amount of product (1.0 means a 100% yield; for example, 0.34 means a 34% yield). (1) The reactants are [CH3:1][C:2]1[CH:3]=[C:4]([C:9]2[N:14]=[C:13]([NH:15][CH:16]3[CH2:18][CH2:17]3)[N:12]=[C:11](O)[C:10]=2[C:20]#[N:21])[CH:5]=[CH:6][C:7]=1[CH3:8].O=P(Cl)(Cl)[Cl:24].C([O-])(O)=O.[Na+]. The catalyst is O1CCOCC1. The product is [CH3:1][C:2]1[CH:3]=[C:4]([C:9]2[N:14]=[C:13]([NH:15][CH:16]3[CH2:18][CH2:17]3)[N:12]=[C:11]([Cl:24])[C:10]=2[C:20]#[N:21])[CH:5]=[CH:6][C:7]=1[CH3:8]. The yield is 0.860. (2) The reactants are [F:1][C:2]1[CH:3]=[C:4]([CH:8]=[CH:9][C:10]=1[O:11][C:12]([F:15])([F:14])[F:13])[C:5]([OH:7])=[O:6].S(Cl)(Cl)=O.C(=O)(O)[O-].[Na+].[CH2:25](O)[CH3:26]. No catalyst specified. The product is [F:1][C:2]1[CH:3]=[C:4]([CH:8]=[CH:9][C:10]=1[O:11][C:12]([F:13])([F:14])[F:15])[C:5]([O:7][CH2:25][CH3:26])=[O:6]. The yield is 0.640. (3) The reactants are I[CH2:2][C@@H:3]([CH3:16])[CH2:4][N:5]1[C:10]2[CH:11]=[CH:12][CH:13]=[CH:14][C:9]=2[O:8][CH2:7][C:6]1=[O:15].[CH2:17]([O:20][CH:21]1[CH2:26][CH2:25][NH:24][CH2:23][CH2:22]1)[CH2:18][CH3:19]. The catalyst is CC#N. The product is [CH3:16][C@H:3]([CH2:2][N:24]1[CH2:25][CH2:26][CH:21]([O:20][CH2:17][CH2:18][CH3:19])[CH2:22][CH2:23]1)[CH2:4][N:5]1[C:10]2[CH:11]=[CH:12][CH:13]=[CH:14][C:9]=2[O:8][CH2:7][C:6]1=[O:15]. The yield is 0.650. (4) The reactants are [C:1]1([C:48]2[CH:53]=[CH:52][CH:51]=[CH:50][CH:49]=2)[CH:6]=[CH:5][C:4]([C@@:7]2([O:46][CH3:47])[CH2:11][N:10]([C:12](=[O:41])[C@@H:13]([NH:33][C:34]([O:36][C:37]([CH3:40])([CH3:39])[CH3:38])=[O:35])[CH2:14][N:15]([CH2:28][CH2:29][CH2:30][CH:31]=[CH2:32])[S:16]([C:19]3[CH:24]=[CH:23][CH:22]=[CH:21][C:20]=3[N+:25]([O-:27])=[O:26])(=[O:18])=[O:17])[C@H:9]([C:42]([O:44]C)=[O:43])[CH2:8]2)=[CH:3][CH:2]=1.CO.O. The catalyst is O1CCCC1. The product is [C:1]1([C:48]2[CH:49]=[CH:50][CH:51]=[CH:52][CH:53]=2)[CH:6]=[CH:5][C:4]([C@@:7]2([O:46][CH3:47])[CH2:11][N:10]([C:12](=[O:41])[C@@H:13]([NH:33][C:34]([O:36][C:37]([CH3:40])([CH3:39])[CH3:38])=[O:35])[CH2:14][N:15]([CH2:28][CH2:29][CH2:30][CH:31]=[CH2:32])[S:16]([C:19]3[CH:24]=[CH:23][CH:22]=[CH:21][C:20]=3[N+:25]([O-:27])=[O:26])(=[O:17])=[O:18])[C@H:9]([C:42]([OH:44])=[O:43])[CH2:8]2)=[CH:3][CH:2]=1. The yield is 0.870. (5) The reactants are [CH2:1]([O:8][C:9]1[CH:17]=[C:16]([O:18][CH2:19][C:20]2[CH:25]=[CH:24][CH:23]=[CH:22][CH:21]=2)[C:15]([CH:26]([CH3:28])[CH3:27])=[CH:14][C:10]=1[C:11](O)=[O:12])[C:2]1[CH:7]=[CH:6][CH:5]=[CH:4][CH:3]=1.C(Cl)(=O)C(Cl)=O.[CH2:35]1[N:40]([C:41]2[CH:46]=[CH:45][C:44]([NH2:47])=[CH:43][CH:42]=2)[CH2:39][CH2:38][O:37][CH2:36]1.C(=O)([O-])O.[Na+]. The catalyst is O1CCCC1.N1C=CC=CC=1.CN(C)C=O.ClCCl. The product is [CH2:1]([O:8][C:9]1[CH:17]=[C:16]([O:18][CH2:19][C:20]2[CH:25]=[CH:24][CH:23]=[CH:22][CH:21]=2)[C:15]([CH:26]([CH3:27])[CH3:28])=[CH:14][C:10]=1[C:11]([NH:47][C:44]1[CH:43]=[CH:42][C:41]([N:40]2[CH2:35][CH2:36][O:37][CH2:38][CH2:39]2)=[CH:46][CH:45]=1)=[O:12])[C:2]1[CH:7]=[CH:6][CH:5]=[CH:4][CH:3]=1. The yield is 0.870. (6) The reactants are [F:1][C:2]1[CH:3]=[CH:4][C:5]([C:8]2[C:12]([CH2:13][NH:14][C:15]3[CH:19]=[C:18]([C:20]([OH:22])=O)[N:17]([CH3:23])[N:16]=3)=[C:11]([CH3:24])[O:10][N:9]=2)=[N:6][CH:7]=1.[NH2:25][CH2:26][CH:27]1[CH2:29][CH2:28]1. No catalyst specified. The product is [CH:27]1([CH2:26][NH:25][C:20]([C:18]2[N:17]([CH3:23])[N:16]=[C:15]([NH:14][CH2:13][C:12]3[C:8]([C:5]4[CH:4]=[CH:3][C:2]([F:1])=[CH:7][N:6]=4)=[N:9][O:10][C:11]=3[CH3:24])[CH:19]=2)=[O:22])[CH2:29][CH2:28]1. The yield is 0.800. (7) The reactants are [CH3:1][C:2]1[CH:8]=[CH:7][C:5]([NH2:6])=[C:4]([N+:9]([O-:11])=[O:10])[CH:3]=1.C(O[BH-](OC(=O)C)OC(=O)C)(=O)C.[Na+].[CH3:26][S:27][C:28]1[S:29][C:30]2[CH:36]=[C:35]([CH:37]=O)[CH:34]=[CH:33][C:31]=2[N:32]=1. The catalyst is C(O)(C(F)(F)F)=O. The product is [CH3:1][C:2]1[CH:8]=[CH:7][C:5]([NH:6][CH2:37][C:35]2[CH:34]=[CH:33][C:31]3[N:32]=[C:28]([S:27][CH3:26])[S:29][C:30]=3[CH:36]=2)=[C:4]([N+:9]([O-:11])=[O:10])[CH:3]=1. The yield is 0.410. (8) The reactants are [NH2:1][C:2]1[CH:11]=[C:10]2[C:5]([CH:6]=[CH:7][CH:8]=[C:9]2[N:12]2[CH2:17][CH2:16][N:15]([CH3:18])[CH2:14][CH2:13]2)=[CH:4][CH:3]=1.F[C:20]1[CH:25]=[CH:24][CH:23]=[CH:22][C:21]=1[N+:26]([O-:28])=[O:27].C(OCC)(=O)C.CCOCC. The catalyst is CN(C)C1C=CN=CC=1.CN(C=O)C. The product is [N+:26]([C:21]1[CH:22]=[CH:23][CH:24]=[CH:25][C:20]=1[NH:1][C:2]1[CH:11]=[C:10]2[C:5]([CH:6]=[CH:7][CH:8]=[C:9]2[N:12]2[CH2:17][CH2:16][N:15]([CH3:18])[CH2:14][CH2:13]2)=[CH:4][CH:3]=1)([O-:28])=[O:27]. The yield is 0.0700. (9) The reactants are [Cl:1][C:2]1[C:10]([F:11])=[C:9]2[C:5]([C:6]([S:12][C:13]3[C:14]([F:24])=[C:15]([CH:21]=[CH:22][CH:23]=3)[C:16]([O:18][CH2:19][CH3:20])=[O:17])=[CH:7][NH:8]2)=[CH:4][CH:3]=1.Br[C:26]1[CH:27]=[N:28][CH:29]=[CH:30][CH:31]=1.N[C@@H]1CCCC[C@H]1N.[O-]P([O-])([O-])=O.[K+].[K+].[K+]. The catalyst is C1(C)C=CC=CC=1. The product is [Cl:1][C:2]1[C:10]([F:11])=[C:9]2[C:5]([C:6]([S:12][C:13]3[C:14]([F:24])=[C:15]([CH:21]=[CH:22][CH:23]=3)[C:16]([O:18][CH2:19][CH3:20])=[O:17])=[CH:7][N:8]2[C:26]2[CH:27]=[N:28][CH:29]=[CH:30][CH:31]=2)=[CH:4][CH:3]=1. The yield is 0.540. (10) The reactants are C[O:2][C:3](=[O:37])[CH2:4][CH2:5][N:6]1[C:10]2=[N:11][CH:12]=[CH:13][CH:14]=[C:9]2[CH:8]=[C:7]1[CH2:15][N:16]([CH3:36])[N:17]([CH3:35])[C:18]([O:20][CH2:21][CH:22]1[C:34]2[CH:33]=[CH:32][CH:31]=[CH:30][C:29]=2[C:28]2[C:23]1=[CH:24][CH:25]=[CH:26][CH:27]=2)=[O:19].[Li+].[OH-].CC#N.O. The catalyst is C1COCC1. The product is [CH:24]1[C:23]2[CH:22]([CH2:21][O:20][C:18]([N:17]([CH3:35])[N:16]([CH2:15][C:7]3[N:6]([CH2:5][CH2:4][C:3]([OH:37])=[O:2])[C:10]4=[N:11][CH:12]=[CH:13][CH:14]=[C:9]4[CH:8]=3)[CH3:36])=[O:19])[C:34]3[C:29](=[CH:30][CH:31]=[CH:32][CH:33]=3)[C:28]=2[CH:27]=[CH:26][CH:25]=1. The yield is 0.500.